From a dataset of Peptide-MHC class I binding affinity with 185,985 pairs from IEDB/IMGT. Regression. Given a peptide amino acid sequence and an MHC pseudo amino acid sequence, predict their binding affinity value. This is MHC class I binding data. (1) The peptide sequence is LTNDNTSRY. The MHC is HLA-A29:02 with pseudo-sequence HLA-A29:02. The binding affinity (normalized) is 0.681. (2) The MHC is HLA-A26:01 with pseudo-sequence HLA-A26:01. The binding affinity (normalized) is 0.0847. The peptide sequence is YRFRKSSKK.